This data is from Reaction yield outcomes from USPTO patents with 853,638 reactions. The task is: Predict the reaction yield, written as a fraction of the theoretical maximum amount of product (1.0 means a 100% yield; for example, 0.34 means a 34% yield). The reactants are Br[C:2]1[NH:3][C:4]2[C:9]([C:10]=1[CH:11]1[CH2:16][CH2:15][CH2:14][CH2:13][CH2:12]1)=[CH:8][CH:7]=[C:6]([C:17]([O:19][CH3:20])=[O:18])[CH:5]=2.[CH3:21][O:22][CH2:23][O:24][C:25]1[CH:30]=[C:29]([O:31][CH2:32][O:33][CH3:34])[CH:28]=[CH:27][C:26]=1B(O)O.[Cl-].[Li+].C(=O)([O-])[O-].[Na+].[Na+]. The catalyst is COCCOC.O.C1C=CC([P]([Pd]([P](C2C=CC=CC=2)(C2C=CC=CC=2)C2C=CC=CC=2)([P](C2C=CC=CC=2)(C2C=CC=CC=2)C2C=CC=CC=2)[P](C2C=CC=CC=2)(C2C=CC=CC=2)C2C=CC=CC=2)(C2C=CC=CC=2)C2C=CC=CC=2)=CC=1. The product is [CH3:34][O:33][CH2:32][O:31][C:29]1[CH:30]=[C:25]([O:24][CH2:23][O:22][CH3:21])[CH:26]=[CH:27][C:28]=1[C:2]1[NH:3][C:4]2[C:9]([C:10]=1[CH:11]1[CH2:16][CH2:15][CH2:14][CH2:13][CH2:12]1)=[CH:8][CH:7]=[C:6]([C:17]([O:19][CH3:20])=[O:18])[CH:5]=2. The yield is 0.860.